This data is from Full USPTO retrosynthesis dataset with 1.9M reactions from patents (1976-2016). The task is: Predict the reactants needed to synthesize the given product. (1) The reactants are: [NH:1]1[CH:5]=[CH:4][CH:3]=[CH:2]1.[H-].[Na+].[C:8]1([S:14](Cl)(=[O:16])=[O:15])[CH:13]=[CH:12][CH:11]=[CH:10][CH:9]=1.CCOC(C)=O. Given the product [C:8]1([S:14]([N:1]2[CH:5]=[CH:4][CH:3]=[CH:2]2)(=[O:16])=[O:15])[CH:13]=[CH:12][CH:11]=[CH:10][CH:9]=1, predict the reactants needed to synthesize it. (2) Given the product [F:21][C:18]1[CH:17]=[CH:16][C:15]([CH2:14][C:11]2[CH:12]=[C:13]3[C:8]([C:7]([OH:22])=[C:6]([C:23]([NH:25][CH2:26][C:27]([CH3:30])([CH3:31])[CH2:28][OH:29])=[O:24])[C:5](=[O:32])[N:4]3[CH2:3][CH2:2][NH:1][C:39]([N:33]3[CH2:38][CH2:37][O:36][CH2:35][CH2:34]3)=[O:40])=[N:9][CH:10]=2)=[CH:20][CH:19]=1, predict the reactants needed to synthesize it. The reactants are: [NH2:1][CH2:2][CH2:3][N:4]1[C:13]2[C:8](=[N:9][CH:10]=[C:11]([CH2:14][C:15]3[CH:20]=[CH:19][C:18]([F:21])=[CH:17][CH:16]=3)[CH:12]=2)[C:7]([OH:22])=[C:6]([C:23]([NH:25][CH2:26][C:27]([CH3:31])([CH3:30])[CH2:28][OH:29])=[O:24])[C:5]1=[O:32].[N:33]1([C:39](Cl)=[O:40])[CH2:38][CH2:37][O:36][CH2:35][CH2:34]1.